From a dataset of Full USPTO retrosynthesis dataset with 1.9M reactions from patents (1976-2016). Predict the reactants needed to synthesize the given product. (1) Given the product [CH3:1][O:2][C:3]1[CH:8]=[CH:7][CH:6]=[CH:5][C:4]=1[C:9]1[C:17]2[C:12](=[N:13][CH:14]=[C:15]([C:38]3[CH:39]=[C:40]([CH:44]=[O:45])[CH:41]=[N:42][CH:43]=3)[CH:16]=2)[N:11]([S:27]([C:30]2[CH:35]=[CH:34][C:33]([CH3:36])=[CH:32][CH:31]=2)(=[O:28])=[O:29])[CH:10]=1, predict the reactants needed to synthesize it. The reactants are: [CH3:1][O:2][C:3]1[CH:8]=[CH:7][CH:6]=[CH:5][C:4]=1[C:9]1[C:17]2[C:12](=[N:13][CH:14]=[C:15](B3OC(C)(C)C(C)(C)O3)[CH:16]=2)[N:11]([S:27]([C:30]2[CH:35]=[CH:34][C:33]([CH3:36])=[CH:32][CH:31]=2)(=[O:29])=[O:28])[CH:10]=1.Br[C:38]1[CH:39]=[C:40]([CH:44]=[O:45])[CH:41]=[N:42][CH:43]=1.C(=O)(O)[O-].[Na+]. (2) Given the product [N+:1]([C:4]1[CH:9]=[CH:8][C:7]([C:10]2[S:11][CH:12]=[CH:13][CH:14]=2)=[CH:6][C:5]=1[NH:15][C:16](=[O:17])[O:18][CH2:19][CH:20]1[CH2:21][NH:22][CH2:23]1)([O-:3])=[O:2], predict the reactants needed to synthesize it. The reactants are: [N+:1]([C:4]1[CH:9]=[CH:8][C:7]([C:10]2[S:11][CH:12]=[CH:13][CH:14]=2)=[CH:6][C:5]=1[NH:15][C:16]([O:18][CH2:19][CH:20]1[CH2:23][N:22](C(OCCCC)=O)[CH2:21]1)=[O:17])([O-:3])=[O:2].C(O)(C(F)(F)F)=O. (3) Given the product [CH3:14][C:11]1[CH:12]=[CH:13][C:8]([OH:7])=[C:9]([C@@H:15]([C:26]2[CH:31]=[CH:30][CH:29]=[CH:28][CH:27]=2)[CH2:16][CH2:17][N:19]([CH:20]([CH3:22])[CH3:21])[CH:23]([CH3:24])[CH3:25])[CH:10]=1, predict the reactants needed to synthesize it. The reactants are: [H-].[Al+3].[Li+].[H-].[H-].[H-].[OH:7][C:8]1[CH:13]=[CH:12][C:11]([CH3:14])=[CH:10][C:9]=1[CH:15]([C:26]1[CH:31]=[CH:30][CH:29]=[CH:28][CH:27]=1)[CH2:16][C:17]([N:19]([CH:23]([CH3:25])[CH3:24])[CH:20]([CH3:22])[CH3:21])=O.O. (4) Given the product [Cl:1][C:2]1[C:10]2[N:9]([C:11]3[CH:16]=[CH:15][C:14]([OH:17])=[C:13]([F:19])[CH:12]=3)[CH:8]=[CH:7][C:6]=2[C:5]([OH:20])=[CH:4][CH:3]=1, predict the reactants needed to synthesize it. The reactants are: [Cl:1][C:2]1[CH:3]=[CH:4][C:5]([O:20]C)=[C:6]2[C:10]=1[N:9]([C:11]1[CH:16]=[CH:15][C:14]([O:17]C)=[C:13]([F:19])[CH:12]=1)[CH:8]=[CH:7]2.B(Br)(Br)Br. (5) Given the product [Cl:9][C:10]1[CH:11]=[CH:12][C:13]([C@@H:14]2[C:19]3[C:18](=[CH:23][CH:22]=[CH:21][CH:20]=3)[CH2:17][C@H:16]([CH3:24])[NH:15]2)=[CH:25][CH:26]=1, predict the reactants needed to synthesize it. The reactants are: FC(F)(F)S(O)(=O)=O.[Cl:9][C:10]1[CH:26]=[CH:25][C:13]([CH:14]=[N:15][C@@H:16]([CH3:24])[CH2:17][C:18]2[CH:23]=[CH:22][CH:21]=[CH:20][CH:19]=2)=[CH:12][CH:11]=1.[OH-].[Na+]. (6) Given the product [ClH:1].[Cl:1][C:2]1[CH:7]=[CH:6][N:5]=[C:4]([CH2:8][CH3:9])[C:3]=1[CH2:10][S:11][C:12]1[N:17]=[C:16]([OH:18])[CH:15]=[C:14]([CH3:19])[N:13]=1, predict the reactants needed to synthesize it. The reactants are: [Cl:1][C:2]1[CH:7]=[CH:6][N:5]=[C:4]([CH2:8][CH3:9])[C:3]=1[CH2:10][S:11][C:12]1[N:17]=[C:16]([OH:18])[CH:15]=[C:14]([CH3:19])[N:13]=1.Cl.O1CCOCC1. (7) Given the product [Cl:1][C:2]1[CH:27]=[CH:26][C:5]([CH2:6][N:7]2[C:15]3[C:10](=[CH:11][C:12]([CH:16]=[C:17]4[S:21][C:20]([N:36]5[CH2:37][CH2:38][N:33]([CH3:32])[CH2:34][C@H:35]5[CH3:39])=[N:19][C:18]4=[O:25])=[CH:13][CH:14]=3)[CH:9]=[N:8]2)=[C:4]([C:28]([F:31])([F:30])[F:29])[CH:3]=1, predict the reactants needed to synthesize it. The reactants are: [Cl:1][C:2]1[CH:27]=[CH:26][C:5]([CH2:6][N:7]2[C:15]3[C:10](=[CH:11][C:12]([CH:16]=[C:17]4[S:21][C:20](SCC)=[N:19][C:18]4=[O:25])=[CH:13][CH:14]=3)[CH:9]=[N:8]2)=[C:4]([C:28]([F:31])([F:30])[F:29])[CH:3]=1.[CH3:32][N:33]1[CH2:38][CH2:37][NH:36][C@H:35]([CH3:39])[CH2:34]1. (8) The reactants are: Br[C:2]1[CH:7]=[CH:6][C:5]([C:8]([N:10]2[CH2:15][CH2:14][N:13]([C:16]3[C:21]([CH3:22])=[CH:20][C:19]([CH3:23])=[CH:18][N:17]=3)[CH2:12][CH2:11]2)=[O:9])=[C:4]([F:24])[CH:3]=1.[CH3:25][O:26][C:27]1[CH:40]=[CH:39][C:30]([CH2:31][N:32]2[CH2:36][C@@H:35]([CH3:37])[NH:34][C:33]2=[O:38])=[CH:29][CH:28]=1. Given the product [CH3:22][C:21]1[C:16]([N:13]2[CH2:14][CH2:15][N:10]([C:8]([C:5]3[CH:6]=[CH:7][C:2]([N:34]4[C@H:35]([CH3:37])[CH2:36][N:32]([CH2:31][C:30]5[CH:39]=[CH:40][C:27]([O:26][CH3:25])=[CH:28][CH:29]=5)[C:33]4=[O:38])=[CH:3][C:4]=3[F:24])=[O:9])[CH2:11][CH2:12]2)=[N:17][CH:18]=[C:19]([CH3:23])[CH:20]=1, predict the reactants needed to synthesize it. (9) Given the product [Br:1][C:2]1[CH:10]=[C:9]([CH3:11])[C:8]2[N:7]([S:14]([C:17]3[CH:23]=[CH:22][C:20]([CH3:21])=[CH:19][CH:18]=3)(=[O:16])=[O:15])[CH:6]=[CH:5][C:4]=2[C:3]=1[C:12]#[N:13], predict the reactants needed to synthesize it. The reactants are: [Br:1][C:2]1[CH:10]=[C:9]([CH3:11])[C:8]2[NH:7][CH:6]=[CH:5][C:4]=2[C:3]=1[C:12]#[N:13].[S:14](Cl)([C:17]1[CH:23]=[CH:22][C:20]([CH3:21])=[CH:19][CH:18]=1)(=[O:16])=[O:15].[OH-].[Na+]. (10) Given the product [CH:40]1[CH:39]=[CH:38][C:37]([P:30]([C:31]2[CH:36]=[CH:35][CH:34]=[CH:33][CH:32]=2)[C:24]2[CH:29]=[CH:28][CH:27]=[CH:26][CH:25]=2)=[CH:42][CH:41]=1.[C:19]([Br:23])([Br:22])([Br:21])[Br:20], predict the reactants needed to synthesize it. The reactants are: C(OC([C@@H](N1C(=O)CC(C=O)C1)CC)=O)(C)(C)C.[C:19]([Br:23])([Br:22])([Br:21])[Br:20].[C:24]1([P:30]([C:37]2[CH:42]=[CH:41][CH:40]=[CH:39][CH:38]=2)[C:31]2[CH:36]=[CH:35][CH:34]=[CH:33][CH:32]=2)[CH:29]=[CH:28][CH:27]=[CH:26][CH:25]=1.